Dataset: Full USPTO retrosynthesis dataset with 1.9M reactions from patents (1976-2016). Task: Predict the reactants needed to synthesize the given product. (1) Given the product [N:11]1[CH:16]=[CH:15][N:14]=[CH:13][C:12]=1/[CH:17]=[CH:18]/[C:19]1[C:27]2[C:22](=[CH:23][C:24](/[CH:28]=[C:3]3/[C:2](=[O:10])[NH:1][C:9]4[C:4]/3=[CH:5][CH:6]=[CH:7][CH:8]=4)=[CH:25][CH:26]=2)[N:21]([CH2:30][O:31][CH2:32][CH2:33][Si:34]([CH3:37])([CH3:36])[CH3:35])[N:20]=1, predict the reactants needed to synthesize it. The reactants are: [NH:1]1[C:9]2[C:4](=[CH:5][CH:6]=[CH:7][CH:8]=2)[CH2:3][C:2]1=[O:10].[N:11]1[CH:16]=[CH:15][N:14]=[CH:13][C:12]=1/[CH:17]=[CH:18]/[C:19]1[C:27]2[C:22](=[CH:23][C:24]([CH:28]=O)=[CH:25][CH:26]=2)[N:21]([CH2:30][O:31][CH2:32][CH2:33][Si:34]([CH3:37])([CH3:36])[CH3:35])[N:20]=1. (2) Given the product [N:38]1([CH2:42][CH2:43][O:10][C:8]2[CH:9]=[CH:4][C:5]([CH2:12][CH2:13][CH2:14][NH:3][C:4]3[CH:9]=[C:8]([O:10][CH3:11])[CH:7]=[CH:6][C:5]=3[C@H:12]3[CH2:21][CH2:20][C:19]4[CH:18]=[C:17]([OH:22])[CH:16]=[CH:15][C:14]=4[CH2:13]3)=[CH:6][CH:7]=2)[CH2:41][CH2:40][CH2:39]1, predict the reactants needed to synthesize it. The reactants are: C([N:3](C(=O)C1C=CC(O)=CC=1)[C:4]1[CH:9]=[C:8]([O:10][CH3:11])[CH:7]=[CH:6][C:5]=1[C@H:12]1[CH2:21][CH2:20][C:19]2[CH:18]=[C:17]([O:22]C(=O)C(C)(C)C)[CH:16]=[CH:15][C:14]=2[CH2:13]1)C.[N:38]1([C:42](=O)[CH2:43]Cl)[CH2:41][CH2:40][CH2:39]1. (3) The reactants are: [CH2:1]([O:3][C:4](=[O:19])[C:5]1[CH:10]=[CH:9][C:8]([N:11]2[CH:15]=[C:14](Br)[C:13]([C:17]#[N:18])=[N:12]2)=[CH:7][CH:6]=1)[CH3:2].[CH2:20]1[O:28][C:27]2[CH:26]=[CH:25][C:24](B(O)O)=[CH:23][C:22]=2[O:21]1.C(=O)([O-])[O-].[Na+].[Na+].Cl. Given the product [CH2:1]([O:3][C:4](=[O:19])[C:5]1[CH:10]=[CH:9][C:8]([N:11]2[CH:15]=[C:14]([C:25]3[CH:24]=[CH:23][C:22]4[O:21][CH2:20][O:28][C:27]=4[CH:26]=3)[C:13]([C:17]#[N:18])=[N:12]2)=[CH:7][CH:6]=1)[CH3:2], predict the reactants needed to synthesize it. (4) Given the product [CH2:1]([O:8][C:9]1[N:10]=[N:11][C:12]([C:23]#[C:24][C:25]2[CH:30]=[CH:29][CH:28]=[C:27]([O:62][C:63]([F:66])([F:65])[F:64])[CH:26]=2)=[CH:13][C:14]=1[O:15][CH2:16][C:17]1[CH:18]=[CH:19][CH:20]=[CH:21][CH:22]=1)[C:2]1[CH:3]=[CH:4][CH:5]=[CH:6][CH:7]=1, predict the reactants needed to synthesize it. The reactants are: [CH2:1]([O:8][C:9]1[N:10]=[N:11][C:12]([C:23]#[C:24][C:25]2[CH:30]=[CH:29][CH:28]=[CH:27][CH:26]=2)=[CH:13][C:14]=1[O:15][CH2:16][C:17]1[CH:22]=[CH:21][CH:20]=[CH:19][CH:18]=1)[C:2]1[CH:7]=[CH:6][CH:5]=[CH:4][CH:3]=1.C(OC1N=NC(Cl)=CC=1OCC1C=CC=CC=1)C1C=CC=CC=1.C(C1C=CC=C([O:62][C:63]([F:66])([F:65])[F:64])C=1)#C. (5) Given the product [ClH:1].[CH3:2][O:3][C:4]1[CH:5]=[C:6](/[CH:12]=[C:13](/[C:16]2[CH:17]=[N:18][CH:19]=[CH:20][CH:21]=2)\[C:14]#[N:15])[CH:7]=[CH:8][C:9]=1[O:10][CH3:11], predict the reactants needed to synthesize it. The reactants are: [ClH:1].[CH3:2][O:3][C:4]1[CH:5]=[C:6](/[CH:12]=[C:13](/[C:16]2[CH:17]=[N:18][CH:19]=[CH:20][CH:21]=2)\[C:14]#[N:15])[CH:7]=[CH:8][C:9]=1[O:10][CH3:11]. (6) Given the product [CH:1]1([S:6][CH:7]([C:11]2[CH:16]=[CH:15][CH:14]=[C:13]([Cl:17])[CH:12]=2)[C:8]([NH:18][C:19]2[CH:24]=[CH:23][CH:22]=[CH:21][N:20]=2)=[O:10])[CH2:2][CH2:3][CH2:4][CH2:5]1, predict the reactants needed to synthesize it. The reactants are: [CH:1]1([S:6][CH:7]([C:11]2[CH:16]=[CH:15][CH:14]=[C:13]([Cl:17])[CH:12]=2)[C:8]([OH:10])=O)[CH2:5][CH2:4][CH2:3][CH2:2]1.[NH2:18][C:19]1[CH:24]=[CH:23][CH:22]=[CH:21][N:20]=1.